This data is from Catalyst prediction with 721,799 reactions and 888 catalyst types from USPTO. The task is: Predict which catalyst facilitates the given reaction. (1) The catalyst class is: 680. Reactant: I[C:2]1[S:6][N:5]=[C:4]([CH3:7])[CH:3]=1.C(O[B:12]1[O:16][C:15]([CH3:18])([CH3:17])[C:14]([CH3:20])([CH3:19])[O:13]1)(C)C.[Cl-].[Li+].C([Mg+])(C)C.[Cl-].C(O)(=O)C. Product: [CH3:7][C:4]1[CH:3]=[C:2]([B:12]2[O:16][C:15]([CH3:18])([CH3:17])[C:14]([CH3:20])([CH3:19])[O:13]2)[S:6][N:5]=1. (2) Reactant: [Cl:1][C:2]1[CH:3]=[C:4]([NH:8][C:9](=[O:22])/[CH:10]=[CH:11]/[C:12]2[CH:17]=[CH:16][C:15]([N+:18]([O-])=O)=[C:14]([OH:21])[CH:13]=2)[CH:5]=[CH:6][CH:7]=1.Cl[Sn]Cl. Product: [Cl:1][C:2]1[CH:3]=[C:4]([NH:8][C:9](=[O:22])/[CH:10]=[CH:11]/[C:12]2[CH:17]=[CH:16][C:15]([NH2:18])=[C:14]([OH:21])[CH:13]=2)[CH:5]=[CH:6][CH:7]=1. The catalyst class is: 14. (3) Reactant: CCCCCC.[H-].[Na+].COP([CH2:15][C:16]([O:18][CH2:19][C:20]1[CH:25]=[CH:24][CH:23]=[CH:22][CH:21]=1)=[O:17])(OC)=O.[CH:26]([C:28]1[CH:37]=[CH:36][CH:35]=[C:34]([C:38]([F:41])([F:40])[F:39])[C:29]=1[C:30]([O:32][CH3:33])=[O:31])=O. Product: [CH2:19]([O:18][C:16](=[O:17])/[CH:15]=[CH:26]/[C:28]1[CH:37]=[CH:36][CH:35]=[C:34]([C:38]([F:39])([F:40])[F:41])[C:29]=1[C:30]([O:32][CH3:33])=[O:31])[C:20]1[CH:21]=[CH:22][CH:23]=[CH:24][CH:25]=1. The catalyst class is: 1. (4) Reactant: [CH:1]#[C:2][CH2:3][CH2:4][CH2:5][CH3:6].[Li]CCCC.[C:12]([C:16](OCC)=O)([F:15])([F:14])[F:13].B(F)(F)F.O(CC)CC.[NH2:30][NH2:31]. Product: [CH2:4]([C:5]1[NH:31][N:30]=[C:16]([C:12]([F:13])([F:14])[F:15])[CH:6]=1)[CH2:3][CH2:2][CH3:1]. The catalyst class is: 1.